This data is from Forward reaction prediction with 1.9M reactions from USPTO patents (1976-2016). The task is: Predict the product of the given reaction. (1) Given the reactants Cl[C:2]1[N:11]=[C:10]([NH:12][CH2:13][CH:14]([C:21]2[CH:26]=[CH:25][CH:24]=[CH:23][CH:22]=2)[C:15]2[CH:20]=[CH:19][CH:18]=[CH:17][CH:16]=2)[C:9]2[C:4](=[CH:5][CH:6]=[CH:7][CH:8]=2)[N:3]=1.[NH:27]1[CH:31]=[CH:30][N:29]=[CH:28]1.C([O-])([O-])=O.[K+].[K+], predict the reaction product. The product is: [C:15]1([CH:14]([C:21]2[CH:26]=[CH:25][CH:24]=[CH:23][CH:22]=2)[CH2:13][NH:12][C:10]2[C:9]3[C:4](=[CH:5][CH:6]=[CH:7][CH:8]=3)[N:3]=[C:2]([N:27]3[CH:31]=[CH:30][N:29]=[CH:28]3)[N:11]=2)[CH:20]=[CH:19][CH:18]=[CH:17][CH:16]=1. (2) Given the reactants [Ca:1].[P:2]([O-:6])([O-:5])([O-:4])=[O:3].[OH-].[Na+], predict the reaction product. The product is: [P:2]([O-:6])([O-:5])([O-:4])=[O:3].[Ca+2:1].[P:2]([O-:6])([O-:5])([O-:4])=[O:3].[Ca+2:1].[Ca+2:1]. (3) Given the reactants CCN(C(C)C)C(C)C.Cl[C:11]1[N:18]=[CH:17][CH:16]=[CH:15][C:12]=1[C:13]#[N:14].[NH:19]1[CH2:24][CH2:23][CH:22]([C:25]2[CH:30]=[CH:29][C:28]([C@@H:31]([NH:33][C:34](=[O:36])[CH3:35])[CH3:32])=[CH:27][CH:26]=2)[CH2:21][CH2:20]1, predict the reaction product. The product is: [C:13]([C:12]1[C:11]([N:19]2[CH2:24][CH2:23][CH:22]([C:25]3[CH:30]=[CH:29][C:28]([C@@H:31]([NH:33][C:34](=[O:36])[CH3:35])[CH3:32])=[CH:27][CH:26]=3)[CH2:21][CH2:20]2)=[N:18][CH:17]=[CH:16][CH:15]=1)#[N:14]. (4) Given the reactants [O:1]=[C:2]1[N:7]([CH2:8][C:9]([OH:11])=O)[N:6]=[N:5][C:4]2[CH:12]=[CH:13][CH:14]=[CH:15][C:3]1=2.C1C=CC2N(O)N=NC=2C=1.C(Cl)CCl.[Br:30][C:31]1[CH:36]=[CH:35][C:34]([C@@H:37]([NH2:39])[CH3:38])=[CH:33][CH:32]=1.CCN(C(C)C)C(C)C, predict the reaction product. The product is: [Br:30][C:31]1[CH:36]=[CH:35][C:34]([C@@H:37]([NH:39][C:9](=[O:11])[CH2:8][N:7]2[C:2](=[O:1])[C:3]3[CH:15]=[CH:14][CH:13]=[CH:12][C:4]=3[N:5]=[N:6]2)[CH3:38])=[CH:33][CH:32]=1. (5) The product is: [ClH:2].[Cl:24][C:22]1[CH:21]=[CH:20][C:19]([O:25][CH2:26][C:27]2[CH:32]=[CH:31][CH:30]=[CH:29][CH:28]=2)=[C:18]([CH2:17][C:14]2[S:15][CH:16]=[C:12]([C:10]3[NH:11][C:6]4[C:7]([N:9]=3)=[N:8][C:3]([N:37]3[CH2:38][CH2:39][N:34]([CH3:33])[CH2:35][CH2:36]3)=[CH:4][CH:5]=4)[N:13]=2)[CH:23]=1. Given the reactants Cl.[Cl:2][C:3]1[N:8]=[C:7]2[N:9]=[C:10]([C:12]3[N:13]=[C:14]([CH2:17][C:18]4[CH:23]=[C:22]([Cl:24])[CH:21]=[CH:20][C:19]=4[O:25][CH2:26][C:27]4[CH:32]=[CH:31][CH:30]=[CH:29][CH:28]=4)[S:15][CH:16]=3)[NH:11][C:6]2=[CH:5][CH:4]=1.[CH3:33][N:34]1[CH2:39][CH2:38][NH:37][CH2:36][CH2:35]1, predict the reaction product.